Predict the product of the given reaction. From a dataset of Forward reaction prediction with 1.9M reactions from USPTO patents (1976-2016). (1) Given the reactants Br[C:2]1[C:11]2[C:6](=[CH:7][CH:8]=[C:9]3[O:15][CH2:14][CH2:13][O:12][C:10]3=2)[N:5]=[CH:4][C:3]=1[Cl:16].O.C([O-])([O-])=O.[K+].[K+].B1(C=C)OB([CH:30]=[CH2:31])OB(C=C)O1.C1C=CN=CC=1, predict the reaction product. The product is: [Cl:16][C:3]1[CH:4]=[N:5][C:6]2[C:11]([C:2]=1[CH:30]=[CH2:31])=[C:10]1[O:12][CH2:13][CH2:14][O:15][C:9]1=[CH:8][CH:7]=2. (2) Given the reactants [CH2:1]([O:3][C:4](=[O:12])[C:5]1[CH:10]=[CH:9][CH:8]=[N:7][C:6]=1Cl)[CH3:2].[OH:13][C:14]1[CH:15]=[CH:16][C:17]2[C:18]([CH:22]=1)=[N:19][O:20][N:21]=2.C(=O)([O-])[O-].[Cs+].[Cs+].O, predict the reaction product. The product is: [CH2:1]([O:3][C:4](=[O:12])[C:5]1[CH:10]=[CH:9][CH:8]=[N:7][C:6]=1[O:13][C:14]1[CH:15]=[CH:16][C:17]2=[N:21][O:20][N:19]=[C:18]2[CH:22]=1)[CH3:2]. (3) Given the reactants [F:1][CH:2]([F:35])[O:3][C:4]1[CH:34]=[CH:33][C:7]([C:8]([C:10]2[N:11]([C:26]([O:28][C:29]([CH3:32])([CH3:31])[CH3:30])=[O:27])[C:12]([CH2:15][C:16]3[CH:21]=[CH:20][C:19]([C:22]([O:24][CH3:25])=[O:23])=[CH:18][CH:17]=3)=[CH:13][CH:14]=2)=[O:9])=[CH:6][CH:5]=1, predict the reaction product. The product is: [F:35][CH:2]([F:1])[O:3][C:4]1[CH:5]=[CH:6][C:7]([CH:8]([OH:9])[C:10]2[N:11]([C:26]([O:28][C:29]([CH3:30])([CH3:31])[CH3:32])=[O:27])[C:12]([CH2:15][C:16]3[CH:21]=[CH:20][C:19]([C:22]([O:24][CH3:25])=[O:23])=[CH:18][CH:17]=3)=[CH:13][CH:14]=2)=[CH:33][CH:34]=1. (4) Given the reactants CO[C:3]([C:5]1[C:6]([OH:25])=[C:7]2[C:12](=[C:13]([C:15]#[N:16])[N:14]=1)[N:11]([CH2:17][C:18]1[CH:23]=[CH:22][CH:21]=[CH:20][CH:19]=1)[C:10](=[O:24])[CH2:9][CH2:8]2)=[O:4].[NH2:26][CH2:27][C:28]([OH:30])=[O:29].C[O-].[Na+], predict the reaction product. The product is: [CH2:17]([N:11]1[C:12]2[C:7](=[C:6]([OH:25])[C:5]([C:3]([NH:26][CH2:27][C:28]([OH:30])=[O:29])=[O:4])=[N:14][C:13]=2[C:15]#[N:16])[CH2:8][CH2:9][C:10]1=[O:24])[C:18]1[CH:19]=[CH:20][CH:21]=[CH:22][CH:23]=1. (5) Given the reactants [CH:1]1([C:6]2[CH:15]=[C:14]3[C:9]([C:10](=[O:18])[CH2:11][C:12]([CH3:17])([CH3:16])[O:13]3)=[C:8]([O:19][CH3:20])[C:7]=2[CH:21]([OH:32])[C:22]2[CH:27]=[CH:26][C:25]([C:28]([F:31])([F:30])[F:29])=[CH:24][CH:23]=2)[CH2:5][CH2:4][CH2:3][CH2:2]1, predict the reaction product. The product is: [CH:1]1([C:6]2[CH:15]=[C:14]3[C:9]([C:10](=[O:18])[CH2:11][C:12]([CH3:16])([CH3:17])[O:13]3)=[C:8]([O:19][CH3:20])[C:7]=2[C:21](=[O:32])[C:22]2[CH:27]=[CH:26][C:25]([C:28]([F:29])([F:30])[F:31])=[CH:24][CH:23]=2)[CH2:2][CH2:3][CH2:4][CH2:5]1. (6) Given the reactants [H-].[Na+].[I-].C[S+](C)(C)=O.[Cl:9][C:10]1[CH:15]=[CH:14][CH:13]=[CH:12][C:11]=1[CH2:16][CH2:17][O:18][CH2:19][CH2:20][N:21]1[CH2:26][CH2:25][C:24](=[O:27])[CH2:23][CH2:22]1.[OH:28][C:29]1[CH:30]=[CH:31][C:32]([C@@H:40]([OH:62])[CH2:41][NH:42][CH2:43]C2(O)CCN(CCOCCC3C=CC=CC=3)CC2)=[C:33]2[C:38]=1[NH:37][C:36](=[O:39])[CH:35]=[CH:34]2.NC[C@@H](C1C=CC(O)=C2C=1C=CC(=O)N2)O[Si:67]([C:70]([CH3:73])([CH3:72])[CH3:71])([CH3:69])[CH3:68], predict the reaction product. The product is: [Si:67]([O:62][C@H:40]([C:32]1[CH:31]=[CH:30][C:29]([OH:28])=[C:38]2[C:33]=1[CH:34]=[CH:35][C:36](=[O:39])[NH:37]2)[CH2:41][NH:42][CH2:43][C:24]1([OH:27])[CH2:25][CH2:26][N:21]([CH2:20][CH2:19][O:18][CH2:17][CH2:16][C:11]2[CH:12]=[CH:13][CH:14]=[CH:15][C:10]=2[Cl:9])[CH2:22][CH2:23]1)([C:70]([CH3:73])([CH3:72])[CH3:71])([CH3:69])[CH3:68]. (7) Given the reactants CS(C)=O.[CH3:5][C@H:6]1[C@@H:15]2[CH2:16][CH2:17][C@@:18]3([CH3:22])[O:20][O:21][C@:14]42[C@H:9]([C@@H:10]([CH3:31])[C@H:11]([O:23][C:24]([CH2:26][CH2:27][C:28]([OH:30])=[O:29])=[O:25])[O:12][C@@H:13]4[O:19]3)[CH2:8][CH2:7]1.C(=O)(O)[O-].[Na+:36], predict the reaction product. The product is: [CH3:5][C@H:6]1[C@@H:15]2[CH2:16][CH2:17][C@@:18]3([CH3:22])[O:20][O:21][C@:14]42[C@H:9]([C@@H:10]([CH3:31])[C@H:11]([O:23][C:24]([CH2:26][CH2:27][C:28]([OH:30])=[O:29])=[O:25])[O:12][C@@H:13]4[O:19]3)[CH2:8][CH2:7]1.[CH3:5][C@H:6]1[C@@H:15]2[CH2:16][CH2:17][C@@:18]3([CH3:22])[O:20][O:21][C@:14]42[C@H:9]([C@@H:10]([CH3:31])[C@@H:11]([O:23][C:24]([CH2:26][CH2:27][C:28]([O-:30])=[O:29])=[O:25])[O:12][C@@H:13]4[O:19]3)[CH2:8][CH2:7]1.[Na+:36]. (8) Given the reactants [CH3:1][O:2][CH:3]([O:16][CH3:17])[CH2:4][CH:5]([C:7]1[C:15]2[C:10](=[CH:11][CH:12]=[CH:13][CH:14]=2)[NH:9][CH:8]=1)[CH3:6].[OH-].[K+].S(OC)(O[CH3:24])(=O)=O, predict the reaction product. The product is: [CH3:1][O:2][CH:3]([O:16][CH3:17])[CH2:4][CH:5]([C:7]1[C:15]2[C:10](=[CH:11][CH:12]=[CH:13][CH:14]=2)[N:9]([CH3:24])[CH:8]=1)[CH3:6].